This data is from Full USPTO retrosynthesis dataset with 1.9M reactions from patents (1976-2016). The task is: Predict the reactants needed to synthesize the given product. (1) Given the product [NH2:26][C:23]1[N:24]=[CH:25][C:20]([C:18]2[CH:17]=[N:16][N:15]([C@H:12]3[CH2:11][CH2:10][C@H:9]([OH:8])[CH2:14][CH2:13]3)[CH:19]=2)=[C:21]2[CH:29]=[C:28]([C:40]3[C:34]4[C:35](=[CH:36][N:37]=[C:32]([OH:51])[CH:33]=4)[S:38][CH:39]=3)[O:27][C:22]=12, predict the reactants needed to synthesize it. The reactants are: [Si]([O:8][C@H:9]1[CH2:14][CH2:13][C@H:12]([N:15]2[CH:19]=[C:18]([C:20]3[CH:25]=[N:24][C:23]([NH2:26])=[C:22]4[O:27][C:28](Cl)=[CH:29][C:21]=34)[CH:17]=[N:16]2)[CH2:11][CH2:10]1)(C(C)(C)C)(C)C.F[C:32]1[CH:33]=[C:34]2[C:40](B3OC(C)(C)C(C)(C)O3)=[CH:39][S:38][C:35]2=[CH:36][N:37]=1.C(=O)([O-])[O-:51].[Na+].[Na+].C[O-].[Na+].CO.Cl.N1C=CC=CC=1. (2) Given the product [O:51]=[C:43]1[NH:44][C:45]2=[N:46][CH:47]=[CH:48][CH:49]=[C:50]2[N:42]1[CH:39]1[CH2:38][CH2:37][N:36]([C:34]([O:20][C@H:17]2[C:12]3[C:11](=[N:16][CH:15]=[CH:14][N:13]=3)[C@@H:10]([NH:21][C:22]([O:23][C:24]([CH3:25])([CH3:27])[CH3:26])=[O:28])[C@H:9]([C:3]3[CH:4]=[CH:5][CH:6]=[C:7]([F:8])[C:2]=3[F:1])[CH2:19][CH2:18]2)=[O:35])[CH2:41][CH2:40]1, predict the reactants needed to synthesize it. The reactants are: [F:1][C:2]1[C:7]([F:8])=[CH:6][CH:5]=[CH:4][C:3]=1[C@@H:9]1[CH2:19][CH2:18][C@@H:17]([OH:20])[C:12]2=[N:13][CH:14]=[CH:15][N:16]=[C:11]2[C@H:10]1[NH:21][C:22](=[O:28])[O:23][C:24]([CH3:27])([CH3:26])[CH3:25].N1([C:34]([N:36]2[CH2:41][CH2:40][CH:39]([N:42]3[C:50]4[C:45](=[N:46][CH:47]=[CH:48][CH:49]=4)[NH:44][C:43]3=[O:51])[CH2:38][CH2:37]2)=[O:35])C=CN=C1.[Na+].[I-]. (3) Given the product [Cl:1][C:2]1[C:7]([C:8]#[N:9])=[C:6]([CH2:13][CH3:14])[N:5]=[C:4]([S:11][CH3:12])[N:3]=1, predict the reactants needed to synthesize it. The reactants are: [Cl:1][C:2]1[C:7]([C:8]#[N:9])=[C:6](Cl)[N:5]=[C:4]([S:11][CH3:12])[N:3]=1.[CH2:13]([Mg]Br)[CH3:14].CCOCC. (4) Given the product [CH3:36][C:22]1[N:21]=[C:20]([C:18]2[CH:17]=[CH:16][N:15]=[C:14]([C:11]3[S:10][C:9]([S:6]([NH2:5])(=[O:7])=[O:8])=[CH:13][CH:12]=3)[CH:19]=2)[CH:25]=[C:24]([C:26]2[CH:31]=[CH:30][C:29]([C:32]([F:35])([F:33])[F:34])=[CH:28][CH:27]=2)[CH:23]=1, predict the reactants needed to synthesize it. The reactants are: C([NH:5][S:6]([C:9]1[S:10][C:11]([C:14]2[CH:19]=[C:18]([C:20]3[CH:25]=[C:24]([C:26]4[CH:31]=[CH:30][C:29]([C:32]([F:35])([F:34])[F:33])=[CH:28][CH:27]=4)[CH:23]=[C:22]([CH3:36])[N:21]=3)[CH:17]=[CH:16][N:15]=2)=[CH:12][CH:13]=1)(=[O:8])=[O:7])(C)(C)C.C(O)(C(F)(F)F)=O.